From a dataset of Reaction yield outcomes from USPTO patents with 853,638 reactions. Predict the reaction yield, written as a fraction of the theoretical maximum amount of product (1.0 means a 100% yield; for example, 0.34 means a 34% yield). (1) The reactants are Br[C:2]1[CH:9]=[N:8][CH:7]=[C:6]([N:10]2[CH2:22][CH2:21][N:13]3[C:14]4[CH2:15][CH2:16][CH2:17][CH2:18][C:19]=4[CH:20]=[C:12]3[C:11]2=[O:23])[C:3]=1[CH:4]=[O:5].[CH3:24][N:25]1[CH:30]=[C:29](B2OC(C)(C)C(C)(C)O2)[CH:28]=[C:27]([NH:40][C:41]2[CH:46]=[CH:45][C:44]([N:47]3[CH2:52][CH2:51][N:50]([CH:53]4[CH2:56][O:55][CH2:54]4)[CH2:49][CH2:48]3)=[CH:43][N:42]=2)[C:26]1=[O:57].[O-]P([O-])([O-])=O.[K+].[K+].[K+].CC([O-])=O.[Na+]. The catalyst is C(#N)C.O.C1C=CC(P(C2C=CC=CC=2)[C-]2C=CC=C2)=CC=1.C1C=CC(P(C2C=CC=CC=2)[C-]2C=CC=C2)=CC=1.Cl[Pd]Cl.[Fe+2]. The product is [CH3:24][N:25]1[C:26](=[O:57])[C:27]([NH:40][C:41]2[CH:46]=[CH:45][C:44]([N:47]3[CH2:52][CH2:51][N:50]([CH:53]4[CH2:54][O:55][CH2:56]4)[CH2:49][CH2:48]3)=[CH:43][N:42]=2)=[CH:28][C:29]([C:2]2[CH:9]=[N:8][CH:7]=[C:6]([N:10]3[CH2:22][CH2:21][N:13]4[C:14]5[CH2:15][CH2:16][CH2:17][CH2:18][C:19]=5[CH:20]=[C:12]4[C:11]3=[O:23])[C:3]=2[CH:4]=[O:5])=[CH:30]1. The yield is 0.400. (2) The reactants are [CH2:1]([O:8][C:9]1[CH:14]=[CH:13][C:12]([C:15]2[N:16]([CH:27]3[CH2:32][CH2:31][CH2:30][CH:29]=[CH:28]3)[C:17]3[CH:22]=[C:21]([C:23]([O:25]C)=[O:24])[S:20][C:18]=3[N:19]=2)=[C:11]([F:33])[CH:10]=1)[C:2]1[CH:7]=[CH:6][CH:5]=[CH:4][CH:3]=1.[OH-].[Na+].[ClH:36]. The catalyst is O1CCCC1.CO.[Cl-].[Na+].O. The product is [ClH:36].[CH2:1]([O:8][C:9]1[CH:14]=[CH:13][C:12]([C:15]2[N:16]([CH:27]3[CH2:32][CH2:31][CH2:30][CH:29]=[CH:28]3)[C:17]3[CH:22]=[C:21]([C:23]([OH:25])=[O:24])[S:20][C:18]=3[N:19]=2)=[C:11]([F:33])[CH:10]=1)[C:2]1[CH:7]=[CH:6][CH:5]=[CH:4][CH:3]=1. The yield is 0.840.